Dataset: Catalyst prediction with 721,799 reactions and 888 catalyst types from USPTO. Task: Predict which catalyst facilitates the given reaction. (1) Reactant: [C:1]([S:5]([C:8]1[CH:9]=[C:10]2[C:15](=[CH:16][CH:17]=1)[N:14]=[CH:13][CH:12]=[C:11]2[NH:18][C:19]1[C:23]([C:24]([O:26]CC)=[O:25])=[C:22]([CH3:29])[NH:21][N:20]=1)(=[O:7])=[O:6])([CH3:4])([CH3:3])[CH3:2].[OH-].[Na+]. Product: [C:1]([S:5]([C:8]1[CH:9]=[C:10]2[C:15](=[CH:16][CH:17]=1)[N:14]=[CH:13][CH:12]=[C:11]2[NH:18][C:19]1[C:23]([C:24]([OH:26])=[O:25])=[C:22]([CH3:29])[NH:21][N:20]=1)(=[O:6])=[O:7])([CH3:4])([CH3:3])[CH3:2]. The catalyst class is: 111. (2) Reactant: [N:1]1(C(=O)C)[C:9]2[CH:8]=[CH:7][N:6]=[CH:5][C:4]=2[CH:3]=[N:2]1. Product: [NH:1]1[C:9]2[CH:8]=[CH:7][N:6]=[CH:5][C:4]=2[CH:3]=[N:2]1. The catalyst class is: 494. (3) Reactant: [CH:1]1([N:6]2[CH2:12][C:11]([F:14])([F:13])[C:10](=O)[N:9]([CH3:16])[C:8]3[CH:17]=[N:18][C:19]([NH:21][C:22]4[CH:30]=[CH:29][C:25]([C:26](O)=[O:27])=[CH:24][C:23]=4[O:31][CH3:32])=[N:20][C:7]2=3)[CH2:5][CH2:4][CH2:3][CH2:2]1.B.CSC. Product: [CH:1]1([N:6]2[CH2:12][C:11]([F:13])([F:14])[CH2:10][N:9]([CH3:16])[C:8]3[CH:17]=[N:18][C:19]([NH:21][C:22]4[CH:30]=[CH:29][C:25]([CH2:26][OH:27])=[CH:24][C:23]=4[O:31][CH3:32])=[N:20][C:7]2=3)[CH2:5][CH2:4][CH2:3][CH2:2]1. The catalyst class is: 1. (4) Reactant: Br[C:2]1[CH:7]=[CH:6][C:5]([N:8]2[C:20]3[CH:19]=[CH:18][C:17]4[CH:21]=[CH:22][CH:23]=[CH:24][C:16]=4[C:15]=3[C:14]3[C:13]4[CH:25]=[CH:26][CH:27]=[CH:28][C:12]=4[CH:11]=[CH:10][C:9]2=3)=[CH:4][CH:3]=1.[C:29]1([C:35]2[C:48]3[C:43](=[CH:44][CH:45]=[CH:46][CH:47]=3)[C:42](B(O)O)=[C:41]3[C:36]=2[CH:37]=[CH:38][CH:39]=[CH:40]3)[CH:34]=[CH:33][CH:32]=[CH:31][CH:30]=1.C1(C)C=CC=CC=1.C(=O)([O-])[O-].[Na+].[Na+]. Product: [C:29]1([C:35]2[C:48]3[C:43](=[CH:44][CH:45]=[CH:46][CH:47]=3)[C:42]([C:2]3[CH:7]=[CH:6][C:5]([N:8]4[C:9]5[CH:10]=[CH:11][C:12]6[CH:28]=[CH:27][CH:26]=[CH:25][C:13]=6[C:14]=5[C:15]5[C:16]6[CH:24]=[CH:23][CH:22]=[CH:21][C:17]=6[CH:18]=[CH:19][C:20]4=5)=[CH:4][CH:3]=3)=[C:41]3[C:36]=2[CH:37]=[CH:38][CH:39]=[CH:40]3)[CH:34]=[CH:33][CH:32]=[CH:31][CH:30]=1. The catalyst class is: 461. (5) Reactant: [NH2:1][C@@H:2]([CH:6]([CH3:8])[CH3:7])[C:3]([OH:5])=[O:4].[OH:9][CH2:10][CH2:11][N:12]1[C:17](=[O:18])[CH2:16][CH2:15][CH:14]([N:19]2[C:27](=[O:28])[C:26]3[C:21](=[CH:22][CH:23]=[CH:24][CH:25]=3)[C:20]2=[O:29])[C:13]1=[O:30].[C:31](ON1C(=O)CCC1=O)(=[O:38])[C:32]1[CH:37]=[CH:36][CH:35]=[N:34][CH:33]=1.C(N(CC)CC)C. Product: [C:31]([NH:1][C@@H:2]([CH:6]([CH3:8])[CH3:7])[C:3]([OH:5])=[O:4])(=[O:38])[C:32]1[CH:37]=[CH:36][CH:35]=[N:34][CH:33]=1.[OH:9][CH2:10][CH2:11][N:12]1[C:17](=[O:18])[CH2:16][CH2:15][CH:14]([N:19]2[C:20](=[O:29])[C:21]3[C:26](=[CH:25][CH:24]=[CH:23][CH:22]=3)[C:27]2=[O:28])[C:13]1=[O:30]. The catalyst class is: 2. (6) Reactant: C([O:8][C:9]1[C:10](=[O:23])[CH:11]=[C:12]([C:16]([OH:22])([OH:21])[C:17]([F:20])([F:19])[F:18])[N:13]([CH3:15])[CH:14]=1)C1C=CC=CC=1.Cl.[OH-].[Na+]. Product: [OH:8][C:9]1[C:10](=[O:23])[CH:11]=[C:12]([C:16]([OH:21])([OH:22])[C:17]([F:18])([F:19])[F:20])[N:13]([CH3:15])[CH:14]=1. The catalyst class is: 6. (7) Reactant: [F:1][C:2]1[CH:7]=[CH:6][C:5]([O:8][CH3:9])=[CH:4][C:3]=1[C:10]1[CH:15]=[CH:14][C:13]([O:16][Si](C(C)C)(C(C)C)C(C)C)=[CH:12][C:11]=1[O:27][CH2:28][O:29][CH3:30].[F-].C([N+](CCCC)(CCCC)CCCC)CCC.[Cl-].[NH4+]. Product: [F:1][C:2]1[CH:7]=[CH:6][C:5]([O:8][CH3:9])=[CH:4][C:3]=1[C:10]1[CH:15]=[CH:14][C:13]([OH:16])=[CH:12][C:11]=1[O:27][CH2:28][O:29][CH3:30]. The catalyst class is: 1. (8) Reactant: [Br:1][C:2]1[CH:3]=[C:4]2[C:8](=[CH:9][CH:10]=1)[NH:7][C:6](=[O:11])[C:5]2([OH:13])[CH3:12].[CH3:14]C(C)([O-])C.[K+].COS(C1C=CC(C)=CC=1)(=O)=O.[Cl-].[NH4+]. Product: [Br:1][C:2]1[CH:3]=[C:4]2[C:8](=[CH:9][CH:10]=1)[NH:7][C:6](=[O:11])[C:5]2([O:13][CH3:14])[CH3:12]. The catalyst class is: 3. (9) Product: [F:1][C:2]1[CH:3]=[C:4]([CH2:12][CH2:13][CH2:14][OH:15])[CH:5]=[CH:6][C:7]=1[C:8]([F:10])([F:11])[F:9]. The catalyst class is: 1. Reactant: [F:1][C:2]1[CH:3]=[C:4]([CH2:12][CH2:13][C:14](O)=[O:15])[CH:5]=[CH:6][C:7]=1[C:8]([F:11])([F:10])[F:9].B.C1COCC1.CO.O.